Dataset: Reaction yield outcomes from USPTO patents with 853,638 reactions. Task: Predict the reaction yield, written as a fraction of the theoretical maximum amount of product (1.0 means a 100% yield; for example, 0.34 means a 34% yield). (1) The yield is 0.970. The catalyst is C1COCC1. The reactants are C(OC([NH:8][CH2:9][CH:10]1[CH2:15][CH2:14][N:13]([CH2:16][C:17]2([C:22]([OH:24])=[O:23])[CH2:21][CH2:20][CH2:19][CH2:18]2)[CH2:12][CH2:11]1)=O)(C)(C)C.[CH3:25][C:26]1[CH:27]=[CH:28][C:29]([S:32]([OH:35])(=[O:34])=[O:33])=[CH:30][CH:31]=1.O.CCN(CC)CC. The product is [CH3:25][C:26]1[CH:27]=[CH:28][C:29]([S:32]([OH:35])(=[O:34])=[O:33])=[CH:30][CH:31]=1.[NH2:8][CH2:9][CH:10]1[CH2:15][CH2:14][N:13]([CH2:16][C:17]2([C:22]([OH:24])=[O:23])[CH2:21][CH2:20][CH2:19][CH2:18]2)[CH2:12][CH2:11]1. (2) The reactants are Cl[C:2]1[N:10]=[C:9](Cl)[CH:8]=[CH:7][C:3]=1[C:4]([NH2:6])=[O:5].[N:12]1([CH2:17][CH2:18][C:19]2[CH:25]=[CH:24][C:22]([NH2:23])=[CH:21][CH:20]=2)[CH2:16][CH2:15][CH2:14][CH2:13]1.[C@H:26]12[CH2:32][C@H:29]([NH:30][CH2:31]1)[CH2:28][N:27]2[C:33]([O:35]C(C)(C)C)=O.[C:40](O)(=O)[CH:41]=C. No catalyst specified. The product is [C:33]([N:27]1[CH2:28][C@@H:29]2[CH2:32][C@H:26]1[CH2:31][N:30]2[C:9]1[CH:8]=[CH:7][C:3]([C:4]([NH2:6])=[O:5])=[C:2]([NH:23][C:22]2[CH:21]=[CH:20][C:19]([CH2:18][CH2:17][N:12]3[CH2:16][CH2:15][CH2:14][CH2:13]3)=[CH:25][CH:24]=2)[N:10]=1)(=[O:35])[CH:40]=[CH2:41]. The yield is 0.260. (3) The yield is 0.910. The product is [N:16]1([CH2:15][CH2:14][CH2:13][N:12]2[CH2:11][CH2:10][S:9][C:8]3[CH:21]=[C:4]([NH2:1])[CH:5]=[CH:6][C:7]2=3)[CH2:20][CH2:19][CH2:18][CH2:17]1. The catalyst is CO.[Ni]. The reactants are [N+:1]([C:4]1[CH:5]=[CH:6][C:7]2[N:12]([CH2:13][CH2:14][CH2:15][N:16]3[CH2:20][CH2:19][CH2:18][CH2:17]3)[CH2:11][CH2:10][S:9][C:8]=2[CH:21]=1)([O-])=O.O.NN.